This data is from Peptide-MHC class I binding affinity with 185,985 pairs from IEDB/IMGT. The task is: Regression. Given a peptide amino acid sequence and an MHC pseudo amino acid sequence, predict their binding affinity value. This is MHC class I binding data. (1) The peptide sequence is KICEYIRSY. The MHC is HLA-A02:03 with pseudo-sequence HLA-A02:03. The binding affinity (normalized) is 0.0847. (2) The peptide sequence is YVPTEFWGF. The MHC is HLA-B07:02 with pseudo-sequence HLA-B07:02. The binding affinity (normalized) is 0.0847. (3) The peptide sequence is KTALTGAMR. The MHC is HLA-A11:01 with pseudo-sequence HLA-A11:01. The binding affinity (normalized) is 0.746. (4) The peptide sequence is EDFEIFYNL. The MHC is HLA-A02:03 with pseudo-sequence HLA-A02:03. The binding affinity (normalized) is 0.0847.